Dataset: Choline transporter screen with 302,306 compounds. Task: Binary Classification. Given a drug SMILES string, predict its activity (active/inactive) in a high-throughput screening assay against a specified biological target. (1) The drug is s1c(CNc2ccc(NC(=O)C)cc2)ccc1C. The result is 0 (inactive). (2) The compound is S(=O)(=O)(NCc1nc2scc(n2c1)C)c1cc2CCCCc2cc1. The result is 0 (inactive). (3) The compound is Brc1c2NC(=O)C(O)(N3C(CCCC3)C)c2cc(c1)C. The result is 0 (inactive).